The task is: Regression. Given two drug SMILES strings and cell line genomic features, predict the synergy score measuring deviation from expected non-interaction effect.. This data is from NCI-60 drug combinations with 297,098 pairs across 59 cell lines. (1) Drug 1: C1=C(C(=O)NC(=O)N1)N(CCCl)CCCl. Drug 2: CCN(CC)CCNC(=O)C1=C(NC(=C1C)C=C2C3=C(C=CC(=C3)F)NC2=O)C. Cell line: SK-OV-3. Synergy scores: CSS=14.2, Synergy_ZIP=-4.60, Synergy_Bliss=-2.87, Synergy_Loewe=-2.31, Synergy_HSA=-2.23. (2) Drug 1: CC1=C(C=C(C=C1)NC2=NC=CC(=N2)N(C)C3=CC4=NN(C(=C4C=C3)C)C)S(=O)(=O)N.Cl. Drug 2: C(CN)CNCCSP(=O)(O)O. Cell line: RXF 393. Synergy scores: CSS=4.35, Synergy_ZIP=-1.26, Synergy_Bliss=1.42, Synergy_Loewe=1.12, Synergy_HSA=1.93. (3) Drug 1: COC1=C(C=C2C(=C1)N=CN=C2NC3=CC(=C(C=C3)F)Cl)OCCCN4CCOCC4. Drug 2: CC1C(C(CC(O1)OC2CC(CC3=C2C(=C4C(=C3O)C(=O)C5=C(C4=O)C(=CC=C5)OC)O)(C(=O)CO)O)N)O.Cl. Cell line: SF-268. Synergy scores: CSS=44.1, Synergy_ZIP=0.387, Synergy_Bliss=0.634, Synergy_Loewe=-12.9, Synergy_HSA=1.26.